The task is: Predict the reaction yield, written as a fraction of the theoretical maximum amount of product (1.0 means a 100% yield; for example, 0.34 means a 34% yield).. This data is from Reaction yield outcomes from USPTO patents with 853,638 reactions. (1) The yield is 0.780. The catalyst is ClCCl. The product is [F:27][C:28]([F:41])([F:40])[S:29]([O:1][C:2]1[C:11]2[C:6](=[CH:7][CH:8]=[C:9]([C:12]([O:14][CH2:15][CH2:16][Si:17]([CH3:20])([CH3:19])[CH3:18])=[O:13])[CH:10]=2)[CH:5]=[N:4][CH:3]=1)(=[O:31])=[O:30]. The reactants are [OH:1][C:2]1[C:11]2[C:6](=[CH:7][CH:8]=[C:9]([C:12]([O:14][CH2:15][CH2:16][Si:17]([CH3:20])([CH3:19])[CH3:18])=[O:13])[CH:10]=2)[CH:5]=[N:4][CH:3]=1.N1C=CC=CC=1.[F:27][C:28]([F:41])([F:40])[S:29](O[S:29]([C:28]([F:41])([F:40])[F:27])(=[O:31])=[O:30])(=[O:31])=[O:30]. (2) The product is [CH:25]1[CH:26]=[CH:27][C:22](/[C:18](/[CH2:19][CH2:20][Cl:21])=[C:17](\[C:14]2[CH:15]=[CH:16][C:11]([O:10][CH2:9][CH2:8][OH:7])=[CH:12][CH:13]=2)/[C:28]2[CH:29]=[CH:30][CH:31]=[CH:32][CH:33]=2)=[CH:23][CH:24]=1. The reactants are C([O:7][CH2:8][CH2:9][O:10][C:11]1[CH:16]=[CH:15][C:14](/[C:17](/[C:28]2[CH:33]=[CH:32][CH:31]=[CH:30][CH:29]=2)=[C:18](\[C:22]2[CH:27]=[CH:26][CH:25]=[CH:24][CH:23]=2)/[CH2:19][CH2:20][Cl:21])=[CH:13][CH:12]=1)(=O)C(C)(C)C.[H-].[Al+3].[Li+].[H-].[H-].[H-]. The yield is 0.610. The catalyst is C1(C)C=CC=CC=1. (3) The reactants are Cl.[Cl:2][C:3]1[CH:8]=[CH:7][N:6]=[C:5]([C:9]([O:11]C)=O)[CH:4]=1.[CH3:13][NH2:14]. The catalyst is CO.C1COCC1. The product is [Cl:2][C:3]1[CH:8]=[CH:7][N:6]=[C:5]([C:9]([NH:14][CH3:13])=[O:11])[CH:4]=1. The yield is 0.970. (4) The reactants are [CH3:1][C:2]1[CH:3]=[C:4]([N:11]2[CH:15]=[CH:14][N:13]=[CH:12]2)[CH:5]=[CH:6][C:7]=1[N+:8]([O-])=O. The catalyst is [Pd]. The product is [N:11]1([C:4]2[CH:5]=[CH:6][C:7]([NH2:8])=[C:2]([CH3:1])[CH:3]=2)[CH:15]=[CH:14][N:13]=[CH:12]1. The yield is 0.980. (5) The reactants are [C:1]([O:5][C:6]([N:8]1[CH2:13][CH:12]=[C:11]([Sn](C)(C)C)[CH2:10][CH2:9]1)=[O:7])([CH3:4])([CH3:3])[CH3:2].[OH2:18]. The catalyst is [NH4+].[OH-]. The product is [NH:8]1[C:9]2[C:10](=[CH:9][CH:10]=[CH:11][CH:12]=2)[CH:11]=[CH:12][C:13]1=[O:18].[C:6]([N:8]1[CH2:9][CH2:10][CH2:11][CH2:12][CH2:13]1)([O:5][C:1]([CH3:4])([CH3:3])[CH3:2])=[O:7]. The yield is 0.910. (6) The reactants are Br[CH2:2][C:3]([C:5]12[CH2:14][CH:9]3[CH2:10][CH:11]([CH2:13][CH:7]([CH2:8]3)[CH2:6]1)[CH2:12]2)=[O:4].[CH3:15][C:16]1[N:21]=[C:20]([SH:22])[CH:19]=[CH:18][CH:17]=1.C(N(CC)CC)C. The catalyst is C(#N)C. The product is [C:5]12([C:3](=[O:4])[CH2:2][S:22][C:20]3[CH:19]=[CH:18][CH:17]=[C:16]([CH3:15])[N:21]=3)[CH2:14][CH:9]3[CH2:10][CH:11]([CH2:13][CH:7]([CH2:8]3)[CH2:6]1)[CH2:12]2. The yield is 0.890.